From a dataset of Full USPTO retrosynthesis dataset with 1.9M reactions from patents (1976-2016). Predict the reactants needed to synthesize the given product. (1) Given the product [Cl:1][C:2]1[CH:8]=[C:7]([O:9][C:10]2[C:11]3[N:18]([CH3:19])[CH:17]=[CH:16][C:12]=3[N:13]=[CH:14][N:15]=2)[CH:6]=[CH:5][C:3]=1[NH:4][C:27]([NH:44][C:43]1[CH:45]=[CH:46][CH:47]=[C:41]([CH:38]([O:39][CH3:40])[C:37]([F:48])([F:49])[F:36])[CH:42]=1)=[O:28], predict the reactants needed to synthesize it. The reactants are: [Cl:1][C:2]1[CH:8]=[C:7]([O:9][C:10]2[C:11]3[N:18]([CH3:19])[CH:17]=[CH:16][C:12]=3[N:13]=[CH:14][N:15]=2)[CH:6]=[CH:5][C:3]=1[NH2:4].N1C=CC=CC=1.Cl[C:27](OC1C=CC=CC=1)=[O:28].[F:36][C:37]([F:49])([F:48])[CH:38]([C:41]1[CH:42]=[C:43]([CH:45]=[CH:46][CH:47]=1)[NH2:44])[O:39][CH3:40]. (2) Given the product [CH:1]1([N:6]2[C:15]3[N:14]=[C:13]([NH:16][C:17]4[CH:18]=[CH:19][C:20]([C:29]([NH:41][CH:45]5[CH2:44][CH2:49][N:61]([CH3:58])[CH2:47][CH2:46]5)=[O:31])=[C:21]5[C:25]=4[O:24][CH:23]([CH2:26][O:27][CH3:28])[CH2:22]5)[N:12]=[CH:11][C:10]=3[N:9]([CH3:32])[C:8](=[O:33])[C@H:7]2[CH2:34][CH3:35])[CH2:5][CH2:4][CH2:3][CH2:2]1, predict the reactants needed to synthesize it. The reactants are: [CH:1]1([N:6]2[C:15]3[N:14]=[C:13]([NH:16][C:17]4[CH:18]=[CH:19][C:20]([C:29]([OH:31])=O)=[C:21]5[C:25]=4[O:24][CH:23]([CH2:26][O:27][CH3:28])[CH2:22]5)[N:12]=[CH:11][C:10]=3[N:9]([CH3:32])[C:8](=[O:33])[C@H:7]2[CH2:34][CH3:35])[CH2:5][CH2:4][CH2:3][CH2:2]1.F[B-](F)(F)F.[N:41]1(OC(N(C)C)=[N+](C)C)[C:45]2[CH:46]=[CH:47]C=[CH:49][C:44]=2N=N1.[CH:58]([N:61](C(C)C)CC)(C)C.C(=O)([O-])[O-].[Na+].[Na+]. (3) Given the product [Cl:79][C:73]1[CH:74]=[CH:75][CH:76]=[C:77]([F:78])[C:72]=1[CH2:47][CH2:46][S:45][C:38]1[N:37]([C:34]2[CH:33]=[CH:32][C:31]([F:30])=[CH:36][CH:35]=2)[C:41]([C:42]([O:44][CH2:2][CH3:3])=[O:43])=[CH:40][N:39]=1, predict the reactants needed to synthesize it. The reactants are: F[C:2]1C=CC(N2C(C(N(OC)C)=O)=CN=C2SCC2C(F)=CC=C(F)C=2F)=C[CH:3]=1.[F:30][C:31]1[CH:36]=[CH:35][C:34]([N:37]2[C:41]([C:42]([OH:44])=[O:43])=[CH:40][N:39]=[C:38]2[S:45][C:46](C2C=CC=CC=2)(C2C=CC=CC=2)[C:47]2C=CC=CC=2)=[CH:33][CH:32]=1.CS(OCC[C:72]1[C:77]([F:78])=[CH:76][CH:75]=[CH:74][C:73]=1[Cl:79])(=O)=O.C(=O)([O-])[O-].[K+].[K+]. (4) Given the product [N:28]1([CH2:14][CH2:13][C@@H:12]([C@@H:11]2[C@:17]3([CH3:25])[C:8]([C:7]4[CH2:6][CH2:5][C@@H:4]5[C@:21]([C:20]=4[CH2:19][CH2:18]3)([CH3:24])[CH2:22][CH2:23][C@H:2]([OH:1])[C:3]5([CH3:26])[CH3:27])=[CH:9][CH2:10]2)[CH3:16])[CH2:32][CH2:31][CH2:30][CH2:29]1, predict the reactants needed to synthesize it. The reactants are: [OH:1][C@H:2]1[CH2:23][CH2:22][C@@:21]2([CH3:24])[CH:4]([CH2:5][CH2:6][C:7]3[C:8]4[C@:17]([CH3:25])([CH2:18][CH2:19][C:20]=32)[C@@H:11]([C@@H:12]([CH3:16])[CH2:13][CH:14]=O)[CH2:10][CH:9]=4)[C:3]1([CH3:27])[CH3:26].[NH:28]1[CH2:32][CH2:31][CH2:30][CH2:29]1.C(O[BH-](OC(=O)C)OC(=O)C)(=O)C.[Na+]. (5) Given the product [CH3:1][O:2][C:3](=[O:25])[CH2:4][C:5]1[C:14]([CH3:15])=[C:13]([C:54]2[CH:53]=[CH:52][C:51]([S:48](=[O:49])(=[O:50])[N:47]([CH2:45][CH3:46])[CH2:60][CH3:61])=[CH:56][CH:55]=2)[C:12]2[C:7](=[CH:8][CH:9]=[C:10]([F:24])[CH:11]=2)[CH:6]=1, predict the reactants needed to synthesize it. The reactants are: [CH3:1][O:2][C:3](=[O:25])[CH2:4][C:5]1[C:14]([CH3:15])=[C:13](OS(C(F)(F)F)(=O)=O)[C:12]2[C:7](=[CH:8][CH:9]=[C:10]([F:24])[CH:11]=2)[CH:6]=1.C1(P(C2C=CC=CC=2)C2C=CC=CC=2)C=CC=CC=1.[CH2:45]([N:47]([CH2:60][CH3:61])[S:48]([C:51]1[CH:56]=[CH:55][C:54](B(O)O)=[CH:53][CH:52]=1)(=[O:50])=[O:49])[CH3:46].C(=O)([O-])[O-].[Na+].[Na+]. (6) Given the product [CH:1]1([CH2:7][C@@H:8]([N:12]2[CH2:20][C:19]3[C:14](=[CH:15][CH:16]=[CH:17][CH:18]=3)[C:13]2=[O:21])[C:9]([NH:46][C:47]2[S:48][CH:49]=[CH:50][N:51]=2)=[O:11])[CH2:6][CH2:5][CH2:4][CH2:3][CH2:2]1, predict the reactants needed to synthesize it. The reactants are: [CH:1]1([CH2:7][C@@H:8]([N:12]2[CH2:20][C:19]3[C:14](=[CH:15][CH:16]=[CH:17][CH:18]=3)[C:13]2=[O:21])[C:9]([OH:11])=O)[CH2:6][CH2:5][CH2:4][CH2:3][CH2:2]1.F[P-](F)(F)(F)(F)F.N1(OC(N(C)C)=[N+](C)C)C2C=CC=CC=2N=N1.[NH2:46][C:47]1[S:48][CH:49]=[CH:50][N:51]=1.C(N(CC)C(C)C)(C)C. (7) Given the product [C:1]([O:5][C:6]([NH:8][CH2:9][C:10]1[N:11]([CH2:35][CH:36]([CH3:38])[CH3:37])[C:12](=[O:34])[C:13]2[C:18]([C:19]=1[C:20]1[CH:21]=[CH:22][CH:23]=[CH:24][CH:25]=1)=[CH:17][C:16]([O:26][C:27]([CH3:33])([CH3:32])[C:28]([OH:30])=[O:29])=[CH:15][CH:14]=2)=[O:7])([CH3:4])([CH3:3])[CH3:2], predict the reactants needed to synthesize it. The reactants are: [C:1]([O:5][C:6]([NH:8][CH2:9][C:10]1[N:11]([CH2:35][CH:36]([CH3:38])[CH3:37])[C:12](=[O:34])[C:13]2[C:18]([C:19]=1[C:20]1[CH:25]=[CH:24][CH:23]=[CH:22][CH:21]=1)=[CH:17][C:16]([O:26][C:27]([CH3:33])([CH3:32])[C:28]([O:30]C)=[O:29])=[CH:15][CH:14]=2)=[O:7])([CH3:4])([CH3:3])[CH3:2].[OH-].[Na+].O.Cl. (8) Given the product [ClH:14].[NH2:13][CH2:12][CH:6]([C:3]1[C:4]2[CH:5]=[CH:4][CH:3]=[CH:2][C:5]=2[S:1][CH:2]=1)[OH:7], predict the reactants needed to synthesize it. The reactants are: [S:1]1[CH:5]=[CH:4][C:3]([CH:6]=[O:7])=[CH:2]1.C[Si]([C:12]#[N:13])(C)C.[Cl:14]CCl.